The task is: Predict the product of the given reaction.. This data is from Forward reaction prediction with 1.9M reactions from USPTO patents (1976-2016). (1) Given the reactants [CH3:1][O:2][C:3](=[O:20])[C:4]1[CH:9]=[CH:8][CH:7]=[C:6]([NH2:10])[C:5]=1[NH:11][CH2:12][C:13]1[CH:18]=[CH:17][C:16]([Br:19])=[CH:15][CH:14]=1.C(O)(=O)C.[C:25](OCC)(OCC)(OCC)[O:26][CH2:27][CH3:28].C(=O)(O)[O-].[Na+], predict the reaction product. The product is: [CH3:1][O:2][C:3]([C:4]1[C:5]2[N:11]([CH2:12][C:13]3[CH:18]=[CH:17][C:16]([Br:19])=[CH:15][CH:14]=3)[C:25]([O:26][CH2:27][CH3:28])=[N:10][C:6]=2[CH:7]=[CH:8][CH:9]=1)=[O:20]. (2) Given the reactants Cl[C:2]1[CH:7]=[C:6]([CH:8]([F:10])[F:9])[CH:5]=[CH:4][N:3]=1.[C:11]([O:15][C:16](=[O:18])[NH2:17])([CH3:14])([CH3:13])[CH3:12].C([O-])([O-])=O.[Cs+].[Cs+].CC(C1C=C(C(C)C)C(C2C=CC=CC=2P(C2CCCCC2)C2CCCCC2)=C(C(C)C)C=1)C.N#N, predict the reaction product. The product is: [F:9][CH:8]([F:10])[C:6]1[CH:5]=[CH:4][N:3]=[C:2]([NH:17][C:16](=[O:18])[O:15][C:11]([CH3:14])([CH3:13])[CH3:12])[CH:7]=1. (3) The product is: [Br:10][C:8]1[CH:7]=[C:4]2[C:3](=[C:2]([Br:1])[CH:9]=1)[O:11][C:12](=[O:14])[CH:13]=[CH:5]2. Given the reactants [Br:1][C:2]1[CH:9]=[C:8]([Br:10])[CH:7]=[C:4]([CH:5]=O)[C:3]=1[OH:11].[C:12](OC(=O)C)(=[O:14])[CH3:13], predict the reaction product. (4) The product is: [CH2:8]([N:10]([CH2:14][CH3:15])[C:11](=[O:12])[O:37][C:18]12[C:29](=[O:36])[C:30]3[C:35](=[CH:34][CH:33]=[CH:32][CH:31]=3)[C:17]1([OH:16])[O:25][C:24]1[CH:23]=[C:22]([CH:26]([CH3:27])[CH3:28])[CH:21]=[CH:20][C:19]=12)[CH3:9]. Given the reactants C(N(CC)CC)C.[CH2:8]([N:10]([CH2:14][CH3:15])[C:11](Cl)=[O:12])[CH3:9].[OH:16][C:17]12[C:35]3[C:30](=[CH:31][CH:32]=[CH:33][CH:34]=3)[C:29](=[O:36])[C:18]1([OH:37])[C:19]1[C:24]([O:25]2)=[CH:23][C:22]([CH:26]([CH3:28])[CH3:27])=[CH:21][CH:20]=1, predict the reaction product. (5) Given the reactants [CH2:1]([O:3][CH2:4][C:5]1[N:6]([NH2:18])[C:7]2[C:16]3[CH:15]=[CH:14][CH:13]=[CH:12][C:11]=3[N:10]=[CH:9][C:8]=2[N:17]=1)[CH3:2].[CH:19](=O)[C:20]1[CH:25]=[CH:24][CH:23]=[CH:22][CH:21]=1.CCOCC, predict the reaction product. The product is: [CH:19](=[N:18][N:6]1[C:7]2[C:16]3[CH:15]=[CH:14][CH:13]=[CH:12][C:11]=3[N:10]=[CH:9][C:8]=2[N:17]=[C:5]1[CH2:4][O:3][CH2:1][CH3:2])[C:20]1[CH:25]=[CH:24][CH:23]=[CH:22][CH:21]=1. (6) Given the reactants [C:1]1([S:7]([N:10]2[C:14]3=[N:15][CH:16]=[CH:17][CH:18]=[C:13]3[CH:12]=[CH:11]2)(=[O:9])=[O:8])[CH:6]=[CH:5][CH:4]=[CH:3][CH:2]=1.C([N-]C(C)C)(C)C.[Li+].C([Li])CCC.CCCCCC.C(NC(C)C)(C)C.[CH3:45][C:46]([CH3:51])([CH3:50])[CH2:47][CH:48]=[O:49], predict the reaction product. The product is: [C:1]1([S:7]([N:10]2[C:14]3=[N:15][CH:16]=[CH:17][CH:18]=[C:13]3[CH:12]=[C:11]2[CH:48]([OH:49])[CH2:47][C:46]([CH3:51])([CH3:50])[CH3:45])(=[O:9])=[O:8])[CH:2]=[CH:3][CH:4]=[CH:5][CH:6]=1. (7) Given the reactants [CH3:1][O:2][C:3]1[CH:9]=[CH:8][C:6]([NH2:7])=[C:5]([N+:10]([O-:12])=[O:11])[CH:4]=1.[H-].[Na+].Br[CH2:16][CH2:17][CH3:18], predict the reaction product. The product is: [CH3:1][O:2][C:3]1[CH:9]=[CH:8][C:6]([NH:7][CH2:16][CH2:17][CH3:18])=[C:5]([N+:10]([O-:12])=[O:11])[CH:4]=1. (8) Given the reactants [CH2:1]1[CH2:6][C@H:5]([C:7]([OH:9])=[O:8])[CH2:4][CH2:3][C@H:2]1[CH2:10][NH2:11].[CH3:12][C:13]([CH3:32])([CH3:31])[C:14]([O:16][CH:17]([O:20][C:21](ON1C(=O)CCC1=O)=[O:22])[CH2:18][CH3:19])=[O:15], predict the reaction product. The product is: [CH3:31][C:13]([CH3:12])([CH3:32])[C:14]([O:16][CH:17]([O:20][C:21]([NH:11][CH2:10][C@H:2]1[CH2:3][CH2:4][C@H:5]([C:7]([OH:9])=[O:8])[CH2:6][CH2:1]1)=[O:22])[CH2:18][CH3:19])=[O:15]. (9) Given the reactants [CH:1]([C:7]1[C:8]([C:12]2[CH:13]=[N:14][CH:15]=[CH:16][CH:17]=2)=[N:9][NH:10][CH:11]=1)=[CH:2][CH2:3][CH2:4][CH2:5][CH3:6].[CH3:18]SC1C(C2C=NC=CC=2)=NNC=1, predict the reaction product. The product is: [CH:1]([C:7]1[C:8]([C:12]2[CH2:13][N:14]([CH3:18])[CH2:15][CH2:16][CH:17]=2)=[N:9][NH:10][CH:11]=1)=[CH:2][CH2:3][CH2:4][CH2:5][CH3:6].